This data is from Peptide-MHC class I binding affinity with 185,985 pairs from IEDB/IMGT. The task is: Regression. Given a peptide amino acid sequence and an MHC pseudo amino acid sequence, predict their binding affinity value. This is MHC class I binding data. (1) The peptide sequence is LLYAHINAL. The MHC is BoLA-T2b with pseudo-sequence BoLA-T2b. The binding affinity (normalized) is 0.448. (2) The peptide sequence is VLSDLCNFL. The MHC is HLA-B39:01 with pseudo-sequence HLA-B39:01. The binding affinity (normalized) is 0.0847. (3) The peptide sequence is TFKIDAVRY. The MHC is HLA-A68:01 with pseudo-sequence HLA-A68:01. The binding affinity (normalized) is 0.302. (4) The MHC is HLA-B58:01 with pseudo-sequence HLA-B58:01. The peptide sequence is VEMGIKNGP. The binding affinity (normalized) is 0.0847. (5) The peptide sequence is IEADIEHFL. The MHC is HLA-B18:01 with pseudo-sequence HLA-B18:01. The binding affinity (normalized) is 0.623. (6) The MHC is HLA-A33:01 with pseudo-sequence HLA-A33:01. The peptide sequence is FVKKFGLCNY. The binding affinity (normalized) is 0.00963.